This data is from Forward reaction prediction with 1.9M reactions from USPTO patents (1976-2016). The task is: Predict the product of the given reaction. (1) Given the reactants C([O:8][C:9]1[CH:14]=[CH:13][C:12]([C:15]2[O:19][C:18]([CH:20]([F:22])[F:21])=[N:17][C:16]=2[C:23]2[CH:24]=[CH:25][C:26]([O:29][CH3:30])=[N:27][CH:28]=2)=[CH:11][CH:10]=1)C1C=CC=CC=1, predict the reaction product. The product is: [F:22][CH:20]([F:21])[C:18]1[O:19][C:15]([C:12]2[CH:13]=[CH:14][C:9]([OH:8])=[CH:10][CH:11]=2)=[C:16]([C:23]2[CH:28]=[N:27][C:26]([O:29][CH3:30])=[CH:25][CH:24]=2)[N:17]=1. (2) Given the reactants [C:1]1([S:7]([N:10]([C:25]2[CH:30]=[C:29]([C:31]([F:34])([F:33])[F:32])[CH:28]=[CH:27][C:26]=2[Cl:35])[CH2:11][C:12]([NH:14][C:15]2[CH:16]=[CH:17][C:18]3SC(C)=N[C:19]=3[CH:24]=2)=[O:13])(=[O:9])=[O:8])[CH:6]=[CH:5][CH:4]=[CH:3][CH:2]=1.[CH2:36](N)C1C=CC=CC=1.CC1SC2C=CC(N)=CC=2N=1, predict the reaction product. The product is: [C:1]1([S:7]([N:10]([C:25]2[CH:30]=[C:29]([C:31]([F:32])([F:33])[F:34])[CH:28]=[CH:27][C:26]=2[Cl:35])[CH2:11][C:12]([NH:14][CH2:15][C:24]2[CH:19]=[CH:18][CH:17]=[CH:16][CH:36]=2)=[O:13])(=[O:9])=[O:8])[CH:6]=[CH:5][CH:4]=[CH:3][CH:2]=1. (3) Given the reactants [CH:1]([C:3]1[CH:8]=[CH:7][C:6]([CH2:9][CH2:10][CH2:11][C:12]2[N:13]=[C:14]([NH:17][C:18](=[O:20])[CH3:19])[S:15][CH:16]=2)=[CH:5][CH:4]=1)=O.[C:21]([CH:26]=P(C1C=CC=CC=1)(C1C=CC=CC=1)C1C=CC=CC=1)([O:23][CH2:24][CH3:25])=[O:22], predict the reaction product. The product is: [C:18]([NH:17][C:14]1[S:15][CH:16]=[C:12]([CH2:11][CH2:10][CH2:9][C:6]2[CH:7]=[CH:8][C:3](/[CH:1]=[CH:26]/[C:21]([O:23][CH2:24][CH3:25])=[O:22])=[CH:4][CH:5]=2)[N:13]=1)(=[O:20])[CH3:19]. (4) Given the reactants [Br:1][C:2]1[CH:12]=[CH:11][C:5]([O:6][CH:7]2[CH2:10][NH:9][CH2:8]2)=[CH:4][CH:3]=1.C(N(CC)CC)C.[C:20](OC(=O)C)(=[O:22])[CH3:21], predict the reaction product. The product is: [Br:1][C:2]1[CH:12]=[CH:11][C:5]([O:6][CH:7]2[CH2:8][N:9]([C:20](=[O:22])[CH3:21])[CH2:10]2)=[CH:4][CH:3]=1.